From a dataset of Forward reaction prediction with 1.9M reactions from USPTO patents (1976-2016). Predict the product of the given reaction. (1) Given the reactants C[O:2][C:3](=[O:27])[C@@H:4]([NH:6][C:7]([N:9]1[CH2:14][CH2:13][N:12]([C:15]2[C:24]3[C:19](=[CH:20][C:21]([Cl:25])=[CH:22][CH:23]=3)[N:18]=[C:17]([NH2:26])[CH:16]=2)[CH2:11][CH2:10]1)=[O:8])[CH3:5].[Li+].[OH-].Cl, predict the reaction product. The product is: [NH2:26][C:17]1[CH:16]=[C:15]([N:12]2[CH2:13][CH2:14][N:9]([C:7]([NH:6][C@@H:4]([CH3:5])[C:3]([OH:27])=[O:2])=[O:8])[CH2:10][CH2:11]2)[C:24]2[C:19](=[CH:20][C:21]([Cl:25])=[CH:22][CH:23]=2)[N:18]=1. (2) Given the reactants [Cl:1][C:2]1[CH:7]=[CH:6][C:5]([CH:8]([C:26]2[CH:31]=[CH:30][C:29]([Cl:32])=[CH:28][CH:27]=2)[N:9]2[CH2:12][CH:11]([CH:13]([C:18]3[CH:23]=[C:22]([F:24])[CH:21]=[C:20]([F:25])[CH:19]=3)[C:14]([CH3:17])(O)[CH3:15])[CH2:10]2)=[CH:4][CH:3]=1.[OH-].[Na+].C([O-])(O)=O.[Na+].N1C=CC=CC=1.[FH:46], predict the reaction product. The product is: [Cl:1][C:2]1[CH:7]=[CH:6][C:5]([CH:8]([C:26]2[CH:31]=[CH:30][C:29]([Cl:32])=[CH:28][CH:27]=2)[N:9]2[CH2:12][CH:11]([C@@H:13]([C:18]3[CH:23]=[C:22]([F:24])[CH:21]=[C:20]([F:25])[CH:19]=3)[C:14]([F:46])([CH3:17])[CH3:15])[CH2:10]2)=[CH:4][CH:3]=1. (3) Given the reactants [CH2:1]([OH:4])[CH2:2][OH:3].CC1C=CC(S(O)(=O)=O)=CC=1.O.[NH2:17][C:18]1[C:28]([Cl:29])=[C:27]([CH:30]=O)[C:26]([O:32][C:33]([F:36])([F:35])[F:34])=[CH:25][C:19]=1[C:20]([O:22][CH2:23][CH3:24])=[O:21].C(=O)(O)[O-].[Na+], predict the reaction product. The product is: [NH2:17][C:18]1[C:28]([Cl:29])=[C:27]([CH:30]2[O:4][CH2:1][CH2:2][O:3]2)[C:26]([O:32][C:33]([F:36])([F:34])[F:35])=[CH:25][C:19]=1[C:20]([O:22][CH2:23][CH3:24])=[O:21]. (4) Given the reactants [NH2:1][C:2]1[C:3]([F:19])=[C:4]([NH:9][S:10]([C:13]2[CH:18]=[CH:17][CH:16]=[CH:15][CH:14]=2)(=[O:12])=[O:11])[CH:5]=[CH:6][C:7]=1[F:8].Cl[C:21]1[C:22]2[S:29][CH:28]=[C:27]([C:30](Cl)=[O:31])[C:23]=2[N:24]=[CH:25][N:26]=1.[NH3:33], predict the reaction product. The product is: [C:13]1([S:10]([NH:9][C:4]2[C:3]([F:19])=[C:2]([NH:1][C:30]([C:27]3[C:23]4[N:24]=[CH:25][N:26]=[C:21]([NH2:33])[C:22]=4[S:29][CH:28]=3)=[O:31])[C:7]([F:8])=[CH:6][CH:5]=2)(=[O:12])=[O:11])[CH:18]=[CH:17][CH:16]=[CH:15][CH:14]=1. (5) Given the reactants Cl.N[C:3]1[CH:7]=[CH:6][NH:5][C:4]=1[C:8]([O:10][CH2:11][CH3:12])=[O:9].[BrH:13].N([O-])=O.[Na+], predict the reaction product. The product is: [Br:13][C:3]1[CH:7]=[CH:6][NH:5][C:4]=1[C:8]([O:10][CH2:11][CH3:12])=[O:9]. (6) Given the reactants C[Si](C)(C)CCOC([N:8]1[CH2:13][CH2:12][CH:11]([C:14]2[CH:19]=[CH:18][CH:17]=[C:16]([CH2:20][NH:21][C:22]([O:24][C:25]([CH3:28])([CH3:27])[CH3:26])=[O:23])[CH:15]=2)[CH2:10][CH2:9]1)=O.O1CCCC1.[F-].C([N+](CCCC)(CCCC)CCCC)CCC, predict the reaction product. The product is: [C:25]([O:24][C:22](=[O:23])[NH:21][CH2:20][C:16]1[CH:17]=[CH:18][CH:19]=[C:14]([CH:11]2[CH2:12][CH2:13][NH:8][CH2:9][CH2:10]2)[CH:15]=1)([CH3:28])([CH3:26])[CH3:27].